From a dataset of Reaction yield outcomes from USPTO patents with 853,638 reactions. Predict the reaction yield, written as a fraction of the theoretical maximum amount of product (1.0 means a 100% yield; for example, 0.34 means a 34% yield). (1) The catalyst is CN(C)C1C=CN=CC=1.ClCCl. The reactants are [C:1]([O:5][C:6](=[O:20])[C:7]([CH3:19])([S:9][C:10]1[CH:18]=[CH:17][C:13]([C:14]([OH:16])=[O:15])=[CH:12][CH:11]=1)[CH3:8])([CH3:4])([CH3:3])[CH3:2].[F:21][C:22]([F:39])([F:38])[S:23][C:24]1[CH:37]=[CH:36][C:27]([CH2:28][N:29]2[CH:33]=[C:32]([CH2:34]O)[N:31]=[N:30]2)=[CH:26][CH:25]=1.C1(N=C=NC2CCCCC2)CCCCC1. The product is [C:1]([O:5][C:6](=[O:20])[C:7]([CH3:8])([S:9][C:10]1[CH:11]=[CH:12][C:13]([C:14]([O:16][CH2:34][C:32]2[N:31]=[N:30][N:29]([CH2:28][C:27]3[CH:26]=[CH:25][C:24]([S:23][C:22]([F:39])([F:21])[F:38])=[CH:37][CH:36]=3)[CH:33]=2)=[O:15])=[CH:17][CH:18]=1)[CH3:19])([CH3:2])([CH3:3])[CH3:4]. The yield is 0.930. (2) The reactants are C(OC([N:8]1[CH2:12][C@@H:11]([O:13][CH3:14])[CH2:10][C@H:9]1[CH2:15][O:16][C:17]1[CH:26]=[CH:25][C:20]([C:21]([O:23][CH3:24])=[O:22])=[CH:19][CH:18]=1)=O)(C)(C)C.C(O)(C(F)(F)F)=O. The catalyst is C(Cl)Cl. The product is [CH3:14][O:13][C@@H:11]1[CH2:12][NH:8][C@H:9]([CH2:15][O:16][C:17]2[CH:26]=[CH:25][C:20]([C:21]([O:23][CH3:24])=[O:22])=[CH:19][CH:18]=2)[CH2:10]1. The yield is 0.990. (3) The catalyst is C(O)C. The yield is 0.580. The product is [Br:26][C:5]1[C:6]([N:11]2[CH2:16][CH2:15][N:14]([CH2:17][C:18]([NH:20][C:21]3[S:22][CH:23]=[CH:24][N:25]=3)=[O:19])[CH2:13][CH2:12]2)=[C:7]2[N:8]=[C:27]([C:28]3[CH:33]=[CH:32][CH:31]=[CH:30][CH:29]=3)[NH:1][C:2]2=[N:3][CH:4]=1. The reactants are [NH2:1][C:2]1[C:7]([N+:8]([O-])=O)=[C:6]([N:11]2[CH2:16][CH2:15][N:14]([CH2:17][C:18]([NH:20][C:21]3[S:22][CH:23]=[CH:24][N:25]=3)=[O:19])[CH2:13][CH2:12]2)[C:5]([Br:26])=[CH:4][N:3]=1.[CH:27](=O)[C:28]1[CH:33]=[CH:32][CH:31]=[CH:30][CH:29]=1.[O-]S(S([O-])=O)=O.[Na+].[Na+]. (4) The reactants are [Cl:1][C:2]1[CH:7]=[CH:6][C:5]([CH:8]2[CH2:13][C:12](=[O:14])[NH:11][C:10]([CH3:15])=[C:9]2[C:16]([OH:18])=O)=[CH:4][CH:3]=1.[NH:19]1[C:27]2[C:22](=[CH:23][C:24]([NH2:28])=[CH:25][CH:26]=2)[CH:21]=[N:20]1.C(Cl)CCl.CCN(CC)CC. The catalyst is CN(C1C=CN=CC=1)C.CN(C=O)C.CCOC(C)=O.Cl. The product is [Cl:1][C:2]1[CH:3]=[CH:4][C:5]([CH:8]2[CH2:13][C:12](=[O:14])[NH:11][C:10]([CH3:15])=[C:9]2[C:16]([NH:28][C:24]2[CH:23]=[C:22]3[C:27](=[CH:26][CH:25]=2)[NH:19][N:20]=[CH:21]3)=[O:18])=[CH:6][CH:7]=1. The yield is 0.170. (5) The reactants are C(OC([NH:8][C@H:9]([CH2:29][C:30]1[CH:35]=[CH:34][C:33]([Cl:36])=[C:32]([Cl:37])[CH:31]=1)[C:10]([N:12]1[CH2:17][CH2:16][C:15]([CH:23]2[CH2:28][CH2:27][CH2:26][CH2:25][CH2:24]2)([C:18]([O:20][CH2:21][CH3:22])=[O:19])[CH2:14][CH2:13]1)=[O:11])=O)(C)(C)C.ClCCl.FC(F)(F)C(O)=O.[OH-].[Na+]. No catalyst specified. The product is [NH2:8][C@H:9]([CH2:29][C:30]1[CH:35]=[CH:34][C:33]([Cl:36])=[C:32]([Cl:37])[CH:31]=1)[C:10]([N:12]1[CH2:13][CH2:14][C:15]([CH:23]2[CH2:28][CH2:27][CH2:26][CH2:25][CH2:24]2)([C:18]([O:20][CH2:21][CH3:22])=[O:19])[CH2:16][CH2:17]1)=[O:11]. The yield is 0.860. (6) The reactants are [ClH:1].C(OCC)(=O)C.C(OC([N:15]1[CH2:20][CH2:19][CH:18]([CH2:21][N:22]([CH3:37])[CH2:23][CH:24]2[CH2:29][CH2:28][N:27](C(OC(C)(C)C)=O)[CH2:26][CH2:25]2)[CH2:17][CH2:16]1)=O)(C)(C)C. The catalyst is C(Cl)Cl. The product is [ClH:1].[ClH:1].[ClH:1].[NH:15]1[CH2:20][CH2:19][CH:18]([CH2:21][N:22]([CH3:37])[CH2:23][CH:24]2[CH2:25][CH2:26][NH:27][CH2:28][CH2:29]2)[CH2:17][CH2:16]1. The yield is 0.820. (7) The reactants are [CH2:1]([N:8]1[CH2:12][CH2:11][N:10]([C@@H:13]([C:55]([CH3:58])([CH3:57])[CH3:56])[C:14]([NH:16][C@@H:17]([CH2:48][C:49]2[CH:54]=[CH:53][CH:52]=[CH:51][CH:50]=2)[C@@H:18]([OH:47])[CH2:19][C@@H:20]([NH:34][C:35]([C@@H:37]([NH:42][C:43](=[O:46])[O:44][CH3:45])[C:38]([CH3:41])([CH3:40])[CH3:39])=[O:36])[CH2:21][C:22]2[CH:27]=[CH:26][C:25]([C:28]3[CH:33]=[CH:32][CH:31]=[CH:30][N:29]=3)=[CH:24][CH:23]=2)=[O:15])[C:9]1=[O:59])[C:2]1[CH:7]=[CH:6][CH:5]=[CH:4][CH:3]=1.C(N(CC)[P:63]([O:72][CH2:73][C:74]1[CH:79]=[CH:78][CH:77]=[CH:76][CH:75]=1)[O:64][CH2:65][C:66]1[CH:71]=[CH:70][CH:69]=[CH:68][CH:67]=1)C.N1C=NN=N1.ClC1C=CC=C(C(OO)=[O:95])C=1. The catalyst is O1CCCC1.C(OCC)(=O)C.ClCCl. The product is [P:63]([O:47][C@H:18]([C@@H:17]([NH:16][C:14](=[O:15])[C@@H:13]([N:10]1[CH2:11][CH2:12][N:8]([CH2:1][C:2]2[CH:3]=[CH:4][CH:5]=[CH:6][CH:7]=2)[C:9]1=[O:59])[C:55]([CH3:58])([CH3:57])[CH3:56])[CH2:48][C:49]1[CH:54]=[CH:53][CH:52]=[CH:51][CH:50]=1)[CH2:19][C@@H:20]([NH:34][C:35](=[O:36])[C@H:37]([C:38]([CH3:41])([CH3:40])[CH3:39])[NH:42][C:43]([O:44][CH3:45])=[O:46])[CH2:21][C:22]1[CH:27]=[CH:26][C:25]([C:28]2[CH:33]=[CH:32][CH:31]=[CH:30][N:29]=2)=[CH:24][CH:23]=1)([O:64][CH2:65][C:66]1[CH:67]=[CH:68][CH:69]=[CH:70][CH:71]=1)([O:72][CH2:73][C:74]1[CH:75]=[CH:76][CH:77]=[CH:78][CH:79]=1)=[O:95]. The yield is 0.800. (8) The reactants are Br[C:2]1[C:10]2[C:9]([NH:11][C@H:12]([C:14]3[N:19]([C:20]4[CH:25]=[CH:24][CH:23]=[CH:22][CH:21]=4)[C:18](=[O:26])[C:17]4=[C:27]([CH3:30])[CH:28]=[CH:29][N:16]4[N:15]=3)[CH3:13])=[N:8][CH:7]=[N:6][C:5]=2[N:4](COCC[Si](C)(C)C)[CH:3]=1.[OH:39][C:40]1[CH:41]=[C:42]([NH:55][S:56]([C:59]2[CH:64]=[CH:63][C:62]([O:65][CH3:66])=[CH:61][CH:60]=2)(=[O:58])=[O:57])[CH:43]=[C:44](B2OC(C)(C)C(C)(C)O2)[CH:45]=1.C(=O)([O-])[O-].[Na+].[Na+]. The catalyst is COCCOC.O. The product is [OH:39][C:40]1[CH:41]=[C:42]([NH:55][S:56]([C:59]2[CH:64]=[CH:63][C:62]([O:65][CH3:66])=[CH:61][CH:60]=2)(=[O:58])=[O:57])[CH:43]=[C:44]([C:2]2[C:10]3[C:9]([NH:11][C@H:12]([C:14]4[N:19]([C:20]5[CH:25]=[CH:24][CH:23]=[CH:22][CH:21]=5)[C:18](=[O:26])[C:17]5=[C:27]([CH3:30])[CH:28]=[CH:29][N:16]5[N:15]=4)[CH3:13])=[N:8][CH:7]=[N:6][C:5]=3[NH:4][CH:3]=2)[CH:45]=1. The yield is 0.330. (9) The reactants are [O:1]1CCO[CH:2]1[C:6]1[N:11]=[C:10]([N:12]2[CH2:17][CH2:16][N:15]([CH:18]([CH3:20])[CH3:19])[CH2:14][CH2:13]2)[CH:9]=[CH:8][CH:7]=1.C(O)=O. The catalyst is O. The product is [CH:18]([N:15]1[CH2:14][CH2:13][N:12]([C:10]2[N:11]=[C:6]([CH:2]=[O:1])[CH:7]=[CH:8][CH:9]=2)[CH2:17][CH2:16]1)([CH3:20])[CH3:19]. The yield is 0.820. (10) The reactants are C(N(CC)CC)C.[CH2:8]([N:10]=[C:11]=[O:12])[CH3:9].[CH3:13][C:14]1[NH:18][N:17]=[C:16]([O:19][C:20]2[CH:25]=[CH:24][C:23]([N+:26]([O-:28])=[O:27])=[C:22]([CH3:29])[CH:21]=2)[CH:15]=1.Cl. The catalyst is C(OCC)(=O)C. The product is [CH2:8]([NH:10][C:11]([N:18]1[C:14]([CH3:13])=[CH:15][C:16]([O:19][C:20]2[CH:25]=[CH:24][C:23]([N+:26]([O-:28])=[O:27])=[C:22]([CH3:29])[CH:21]=2)=[N:17]1)=[O:12])[CH3:9]. The yield is 0.592.